This data is from Forward reaction prediction with 1.9M reactions from USPTO patents (1976-2016). The task is: Predict the product of the given reaction. (1) Given the reactants [CH2:1]([O:3][C:4](=[O:22])[CH:5]([N:7]1[C:12]2[CH:13]=[C:14]([N+:18]([O-:20])=[O:19])[C:15]([F:17])=[CH:16][C:11]=2[O:10][CH2:9][C:8]1=O)[CH3:6])[CH3:2].COC1C=CC(P2(SP(C3C=CC(OC)=CC=3)(=S)S2)=[S:32])=CC=1, predict the reaction product. The product is: [CH2:1]([O:3][C:4](=[O:22])[CH:5]([N:7]1[C:12]2[CH:13]=[C:14]([N+:18]([O-:20])=[O:19])[C:15]([F:17])=[CH:16][C:11]=2[O:10][CH2:9][C:8]1=[S:32])[CH3:6])[CH3:2]. (2) The product is: [Si:19]([O:36][CH2:37][CH2:38][C@H:39]([O:14][C:9]1[CH:10]=[CH:11][CH:12]=[CH:13][C:8]=1[C:6]1[CH:7]=[C:2]([F:1])[C:3]([C:15]([O:17][CH3:18])=[O:16])=[N:4][CH:5]=1)[CH2:40][CH3:41])([C:32]([CH3:33])([CH3:34])[CH3:35])([C:26]1[CH:27]=[CH:28][CH:29]=[CH:30][CH:31]=1)[C:20]1[CH:25]=[CH:24][CH:23]=[CH:22][CH:21]=1. Given the reactants [F:1][C:2]1[C:3]([C:15]([O:17][CH3:18])=[O:16])=[N:4][CH:5]=[C:6]([C:8]2[CH:13]=[CH:12][CH:11]=[CH:10][C:9]=2[OH:14])[CH:7]=1.[Si:19]([O:36][CH2:37][CH2:38][C@@H:39](O)[CH2:40][CH3:41])([C:32]([CH3:35])([CH3:34])[CH3:33])([C:26]1[CH:31]=[CH:30][CH:29]=[CH:28][CH:27]=1)[C:20]1[CH:25]=[CH:24][CH:23]=[CH:22][CH:21]=1, predict the reaction product. (3) The product is: [Cl:22][C:23]1[N:28]=[C:27]([O:29][CH3:30])[C:26]([N:1]2[CH:5]=[CH:4][C:3]([O:6][CH2:7][C:8]3[C:13]([CH3:14])=[CH:12][CH:11]=[CH:10][C:9]=3[N:15]3[C:19](=[O:20])[N:18]([CH3:21])[N:17]=[N:16]3)=[N:2]2)=[CH:25][CH:24]=1. Given the reactants [NH:1]1[CH:5]=[CH:4][C:3]([O:6][CH2:7][C:8]2[C:13]([CH3:14])=[CH:12][CH:11]=[CH:10][C:9]=2[N:15]2[C:19](=[O:20])[N:18]([CH3:21])[N:17]=[N:16]2)=[N:2]1.[Cl:22][C:23]1[N:28]=[C:27]([O:29][CH3:30])[C:26](B(O)O)=[CH:25][CH:24]=1.N1C=CC=CC=1, predict the reaction product. (4) The product is: [F:11][C:12]1[CH:13]=[C:14]([C:18]2([CH:24]=[O:25])[CH2:23][CH2:22][CH2:21][CH2:20][CH2:19]2)[CH:15]=[CH:16][CH:17]=1. Given the reactants C(Cl)(=O)C(Cl)=O.CS(C)=O.[F:11][C:12]1[CH:13]=[C:14]([C:18]2([CH2:24][OH:25])[CH2:23][CH2:22][CH2:21][CH2:20][CH2:19]2)[CH:15]=[CH:16][CH:17]=1.C(N(CC)CC)C, predict the reaction product. (5) The product is: [C:1]([O:5][C:6]([N:8]1[CH2:13][CH2:12][O:11][CH:10]([C:14](=[O:16])[NH:54][C:52]2[CH:51]=[CH:50][CH:49]=[C:48]([C:40]3[CH:39]=[CH:38][C:37]4[C:36]([CH3:55])([CH3:35])[CH2:45][CH2:44][C:43]([CH3:47])([CH3:46])[C:42]=4[CH:41]=3)[N:53]=2)[CH2:9]1)=[O:7])([CH3:2])([CH3:3])[CH3:4]. Given the reactants [C:1]([O:5][C:6]([N:8]1[CH2:13][CH2:12][O:11][CH:10]([C:14]([OH:16])=O)[CH2:9]1)=[O:7])([CH3:4])([CH3:3])[CH3:2].C(OC1C=CC2C(=CC=CC=2)N1C(OCC)=O)C.[CH3:35][C:36]1([CH3:55])[CH2:45][CH2:44][C:43]([CH3:47])([CH3:46])[C:42]2[CH:41]=[C:40]([C:48]3[N:53]=[C:52]([NH2:54])[CH:51]=[CH:50][CH:49]=3)[CH:39]=[CH:38][C:37]1=2.[OH-].[Na+], predict the reaction product. (6) The product is: [NH2:5][C:4]1[CH:6]=[C:7]([C:19]2[S:23][C:22]([C:24]3([OH:37])[CH2:29][CH2:28][CH:27]([C:30]([O:32][CH2:33][CH2:34][CH2:35][CH3:36])=[O:31])[CH2:26][CH2:25]3)=[N:21][CH:20]=2)[CH:8]=[C:2]([CH3:1])[CH:3]=1. Given the reactants [CH3:1][C:2]1[CH:3]=[C:4]([CH:6]=[C:7](B2OC(C)(C)C(C)(C)O2)[CH:8]=1)[NH2:5].Br[C:19]1[S:23][C:22]([C:24]2([OH:37])[CH2:29][CH2:28][CH:27]([C:30]([O:32][CH2:33][CH2:34][CH2:35][CH3:36])=[O:31])[CH2:26][CH2:25]2)=[N:21][CH:20]=1.C1(P(C2CCCCC2)C2C=CC=CC=2C2C(C(C)C)=CC(C(C)C)=CC=2C(C)C)CCCCC1.C(=O)([O-])[O-].[Cs+].[Cs+], predict the reaction product. (7) Given the reactants Cl.[CH3:2][O:3][C:4]1[CH:5]=[C:6]([C:12]2[C:13]([CH3:25])([CH3:24])[C:14](=[O:23])[N:15]([CH:17]3[CH2:22][CH2:21][NH:20][CH2:19][CH2:18]3)[N:16]=2)[CH:7]=[CH:8][C:9]=1[O:10][CH3:11].[Br:26][C:27]1[CH:32]=[CH:31][CH:30]=[CH:29][C:28]=1[S:33](Cl)(=[O:35])=[O:34], predict the reaction product. The product is: [Br:26][C:27]1[CH:32]=[CH:31][CH:30]=[CH:29][C:28]=1[S:33]([N:20]1[CH2:21][CH2:22][CH:17]([N:15]2[C:14](=[O:23])[C:13]([CH3:25])([CH3:24])[C:12]([C:6]3[CH:7]=[CH:8][C:9]([O:10][CH3:11])=[C:4]([O:3][CH3:2])[CH:5]=3)=[N:16]2)[CH2:18][CH2:19]1)(=[O:35])=[O:34]. (8) The product is: [C:41]1([CH2:40][C:38]2[CH:39]=[C:35]([C:33]([C:32]3[C:27]([NH:26][C@H:12]4[CH2:13][C@H:14]([O:15][Si:16]([CH:23]([CH3:25])[CH3:24])([CH:20]([CH3:21])[CH3:22])[CH:17]([CH3:18])[CH3:19])[C@@H:10]([CH2:9][OH:8])[CH2:11]4)=[N:28][CH:29]=[N:30][CH:31]=3)=[O:34])[S:36][CH:37]=2)[CH2:46][CH2:45][CH2:44][CH2:43][CH:42]=1. Given the reactants [Si]([O:8][CH2:9][C@@H:10]1[C@@H:14]([O:15][Si:16]([CH:23]([CH3:25])[CH3:24])([CH:20]([CH3:22])[CH3:21])[CH:17]([CH3:19])[CH3:18])[CH2:13][C@H:12]([NH:26][C:27]2[C:32]([C:33]([C:35]3[S:36][CH:37]=[C:38]([CH2:40][C:41]4[CH2:46][CH2:45][CH2:44][CH2:43][CH:42]=4)[CH:39]=3)=[O:34])=[CH:31][N:30]=[CH:29][N:28]=2)[CH2:11]1)(C(C)(C)C)(C)C.Cl, predict the reaction product.